Dataset: Forward reaction prediction with 1.9M reactions from USPTO patents (1976-2016). Task: Predict the product of the given reaction. (1) Given the reactants Br[C:2]1[C:3]([N:9]([CH3:16])[CH2:10][CH2:11][C:12]([NH:14][CH3:15])=[O:13])=[N:4][C:5]([Cl:8])=[N:6][CH:7]=1.C1(P(C2C=CC=CC=2)C2C=CC=C3C=2OC2C(P(C4C=CC=CC=4)C4C=CC=CC=4)=CC=CC=2C3(C)C)C=CC=CC=1.C([O-])([O-])=O.[Cs+].[Cs+], predict the reaction product. The product is: [Cl:8][C:5]1[N:4]=[C:3]2[C:2]([N:14]([CH3:15])[C:12](=[O:13])[CH2:11][CH2:10][N:9]2[CH3:16])=[CH:7][N:6]=1. (2) Given the reactants [Li].[Cl:2][C:3]1[CH:4]=[C:5]([C:13]([O-])=[CH:14][C:15](=O)[C:16]([O:18]CC)=[O:17])[CH:6]=[C:7]([O:9][CH:10]([F:12])[F:11])[CH:8]=1.ClC1C=C(C2N(C3C=CC=CN=3)N=C(C(O)=O)C=2)C=C(F)C=1.Cl.[N:46]1[CH:51]=[CH:50][CH:49]=[C:48]([NH:52][NH2:53])[CH:47]=1, predict the reaction product. The product is: [Cl:2][C:3]1[CH:4]=[C:5]([C:13]2[N:52]([C:48]3[CH:47]=[N:46][CH:51]=[CH:50][CH:49]=3)[N:53]=[C:15]([C:16]([OH:18])=[O:17])[CH:14]=2)[CH:6]=[C:7]([O:9][CH:10]([F:11])[F:12])[CH:8]=1. (3) The product is: [N:30]1([C:18]2[CH:17]=[C:16]([NH:15][C:13]3[C:12]([C:27]([NH2:29])=[O:28])=[CH:11][N:10]=[C:9]([NH:8][C@@H:3]4[CH2:4][CH2:5][CH2:6][CH2:7][C@@H:2]4[NH2:1])[N:14]=3)[CH:21]=[CH:20][CH:19]=2)[CH:34]=[N:33][CH:32]=[N:31]1. Given the reactants [NH2:1][C@H:2]1[CH2:7][CH2:6][CH2:5][CH2:4][C@H:3]1[NH:8][C:9]1[N:14]=[C:13]([NH:15][C:16]2[CH:21]=[CH:20][C:19](C3ON=CC=3)=[CH:18][CH:17]=2)[C:12]([C:27]([NH2:29])=[O:28])=[CH:11][N:10]=1.[N:30]1(C2C=C(C=CC=2)N)[CH:34]=[N:33][CH:32]=[N:31]1, predict the reaction product. (4) Given the reactants [NH2:1][C:2]1[CH:7]=[CH:6][C:5]([C:8]2[C:16]3[C:11](=[N:12][CH:13]=[N:14][C:15]=3[NH2:17])[N:10]([CH:18]3[CH2:23][CH2:22][N:21]([CH:24]4[CH2:29][CH2:28][N:27]([CH3:30])[CH2:26][CH2:25]4)[CH2:20][CH2:19]3)[N:9]=2)=[CH:4][C:3]=1[O:31][CH3:32].[O:33]1[CH:37]=[CH:36][CH:35]=[C:34]1[CH:38]=O.C(O[BH-](OC(=O)C)OC(=O)C)(=O)C.[Na+].C(O)(=O)C.C(=O)(O)[O-].[Na+], predict the reaction product. The product is: [O:33]1[CH:37]=[CH:36][CH:35]=[C:34]1[CH2:38][NH:1][C:2]1[CH:7]=[CH:6][C:5]([C:8]2[C:16]3[C:11](=[N:12][CH:13]=[N:14][C:15]=3[NH2:17])[N:10]([CH:18]3[CH2:23][CH2:22][N:21]([CH:24]4[CH2:29][CH2:28][N:27]([CH3:30])[CH2:26][CH2:25]4)[CH2:20][CH2:19]3)[N:9]=2)=[CH:4][C:3]=1[O:31][CH3:32]. (5) Given the reactants [O:1]1[CH2:6][CH:5]=[C:4]([C:7]2[C:8]([NH2:26])=[N:9][C:10]3[C:15]([CH:16]=2)=[CH:14][C:13](B2OC(C)(C)C(C)(C)O2)=[CH:12][CH:11]=3)[CH2:3][CH2:2]1.C([O-])(=O)C.[K+].I[C:33]1[C:38]([CH3:39])=[CH:37][CH:36]=[CH:35][C:34]=1[C:40]([N:42]1[CH2:46][CH2:45][CH2:44][CH2:43]1)=[O:41].[O-]P([O-])([O-])=O.[K+].[K+].[K+], predict the reaction product. The product is: [NH2:26][C:8]1[C:7]([C:4]2[CH2:3][CH2:2][O:1][CH2:6][CH:5]=2)=[CH:16][C:15]2[C:10](=[CH:11][CH:12]=[C:13]([C:33]3[C:38]([CH3:39])=[CH:37][CH:36]=[CH:35][C:34]=3[C:40]([N:42]3[CH2:46][CH2:45][CH2:44][CH2:43]3)=[O:41])[CH:14]=2)[N:9]=1. (6) Given the reactants [Br:1][C:2]1[N:3]=[C:4](SC)[S:5][C:6]=1[CH3:7].[CH:10]1C=C(Cl)C=C(C(OO)=O)C=1.[S:21]([O-:25])([O-])(=[O:23])=S.[Na+].[Na+], predict the reaction product. The product is: [Br:1][C:2]1[N:3]=[C:4]([S:21]([CH3:10])(=[O:25])=[O:23])[S:5][C:6]=1[CH3:7]. (7) Given the reactants [Cl:1][C:2]1[CH:3]=[C:4]([CH:8]=[CH:9][C:10]=1[F:11])[C:5](Cl)=[O:6].[NH2:12][C:13]1[S:14][CH:15]=[C:16]([C:18]([NH:20][CH:21]2[CH2:26][CH2:25][N:24]([CH2:27][C:28]3[CH:33]=[CH:32][CH:31]=[CH:30][CH:29]=3)[CH2:23][CH2:22]2)=[O:19])[N:17]=1.C(N(C(C)C)CC)(C)C, predict the reaction product. The product is: [CH2:27]([N:24]1[CH2:25][CH2:26][CH:21]([NH:20][C:18]([C:16]2[N:17]=[C:13]([NH:12][C:5](=[O:6])[C:4]3[CH:8]=[CH:9][C:10]([F:11])=[C:2]([Cl:1])[CH:3]=3)[S:14][CH:15]=2)=[O:19])[CH2:22][CH2:23]1)[C:28]1[CH:33]=[CH:32][CH:31]=[CH:30][CH:29]=1. (8) Given the reactants [C:1]([O:4][CH2:5][CH2:6][O:7][C:8]1[CH:13]=[CH:12][C:11]([C:14]([N:16]2[C:22]3[CH:23]=[CH:24][CH:25]=[CH:26][C:21]=3[CH2:20][N:19]([CH2:27][C:28](=[O:34])[NH:29][CH2:30][CH:31](O)[CH3:32])[C:18](=[O:35])[CH2:17]2)=[O:15])=[C:10]([Cl:36])[CH:9]=1)(=[O:3])[CH3:2].[OH-].COC(NS([N+](CC)(CC)CC)(=O)=O)=O, predict the reaction product. The product is: [C:1]([O:4][CH2:5][CH2:6][O:7][C:8]1[CH:13]=[CH:12][C:11]([C:14]([N:16]2[C:22]3[CH:23]=[CH:24][CH:25]=[CH:26][C:21]=3[CH2:20][N:19]([CH2:27][C:28]3[O:34][CH:31]([CH3:32])[CH2:30][N:29]=3)[C:18](=[O:35])[CH2:17]2)=[O:15])=[C:10]([Cl:36])[CH:9]=1)(=[O:3])[CH3:2]. (9) Given the reactants [NH2:1][C:2]1[N:7]=[C:6](Cl)[C:5]([CH2:9][C:10]2[CH:15]=[CH:14]C(CC#N)=C[CH:11]=2)=[C:4]([CH3:19])[N:3]=1.[NH2:20][C@@H:21]([CH2:25][CH2:26][CH3:27])[CH2:22][CH2:23][OH:24].[OH-:28].[K+].[CH2:30]([OH:34])[CH2:31][CH2:32][CH3:33], predict the reaction product. The product is: [NH2:1][C:2]1[N:7]=[C:6]([NH:20][C@@H:21]([CH2:25][CH2:26][CH3:27])[CH2:22][CH2:23][OH:24])[C:5]([CH2:9][C:10]2[CH:15]=[CH:14][C:32]([CH2:31][C:30]([OH:28])=[O:34])=[CH:33][CH:11]=2)=[C:4]([CH3:19])[N:3]=1. (10) Given the reactants [CH:1]([C:3]1[N:4]=[C:5]([CH:8]2[CH2:13][CH2:12][N:11]([C:14](=[O:26])[CH2:15][N:16]3[C:20]([CH3:21])=[CH:19][C:18]([C:22]([F:25])([F:24])[F:23])=[N:17]3)[CH2:10][CH2:9]2)[S:6][CH:7]=1)=O.[NH2:27][OH:28], predict the reaction product. The product is: [OH:28][N:27]=[CH:1][C:3]1[N:4]=[C:5]([CH:8]2[CH2:13][CH2:12][N:11]([C:14](=[O:26])[CH2:15][N:16]3[C:20]([CH3:21])=[CH:19][C:18]([C:22]([F:25])([F:24])[F:23])=[N:17]3)[CH2:10][CH2:9]2)[S:6][CH:7]=1.